Dataset: Reaction yield outcomes from USPTO patents with 853,638 reactions. Task: Predict the reaction yield, written as a fraction of the theoretical maximum amount of product (1.0 means a 100% yield; for example, 0.34 means a 34% yield). (1) The reactants are [F:1][C:2]1[C:3](=O)[NH:4][C:5](=O)[NH:6][CH:7]=1.P(Cl)(Cl)(Cl)(Cl)[Cl:11].P(Cl)(Cl)(Cl)=O.[Cl-:21].[Na+]. No catalyst specified. The product is [Cl:21][C:5]1[N:4]=[C:3]([Cl:11])[C:2]([F:1])=[CH:7][N:6]=1. The yield is 0.840. (2) The reactants are CC[O-].[Na+].[SH:5][C:6]1[C:11]([C:12]#[N:13])=[C:10]([CH3:14])[CH:9]=[C:8]([C:15]2[CH:20]=[CH:19][C:18]([O:21][CH3:22])=[C:17]([O:23][CH3:24])[CH:16]=2)[N:7]=1.Cl[CH2:26][C:27]([NH2:29])=[O:28].O. The catalyst is C(O)C. The product is [NH2:13][C:12]1[C:11]2[C:6](=[N:7][C:8]([C:15]3[CH:20]=[CH:19][C:18]([O:21][CH3:22])=[C:17]([O:23][CH3:24])[CH:16]=3)=[CH:9][C:10]=2[CH3:14])[S:5][C:26]=1[C:27]([NH2:29])=[O:28]. The yield is 0.940. (3) The reactants are Br[C:2]1[CH:7]=[C:6]([F:8])[C:5]([O:9][CH3:10])=[CH:4][C:3]=1[CH2:11][CH3:12].COC1C=CC=C(OC)C=1C1C=CC=CC=1P(C1CCCCC1)C1CCCCC1.[CH3:42][C:43]1([CH3:50])[C:47]([CH3:49])([CH3:48])[O:46][BH:45][O:44]1.C(N(CC)CC)C. The catalyst is O1CCOCC1.CC#N.CC#N.Cl[Pd]Cl. The product is [CH2:11]([C:3]1[CH:4]=[C:5]([O:9][CH3:10])[C:6]([F:8])=[CH:7][C:2]=1[B:45]1[O:46][C:47]([CH3:49])([CH3:48])[C:43]([CH3:50])([CH3:42])[O:44]1)[CH3:12]. The yield is 0.640.